The task is: Regression. Given two drug SMILES strings and cell line genomic features, predict the synergy score measuring deviation from expected non-interaction effect.. This data is from Merck oncology drug combination screen with 23,052 pairs across 39 cell lines. (1) Drug 2: O=C(NOCC(O)CO)c1ccc(F)c(F)c1Nc1ccc(I)cc1F. Synergy scores: synergy=20.1. Cell line: A427. Drug 1: CCN(CC)CCNC(=O)c1c(C)[nH]c(C=C2C(=O)Nc3ccc(F)cc32)c1C. (2) Drug 1: Nc1ccn(C2OC(CO)C(O)C2(F)F)c(=O)n1. Drug 2: C=CCn1c(=O)c2cnc(Nc3ccc(N4CCN(C)CC4)cc3)nc2n1-c1cccc(C(C)(C)O)n1. Cell line: SKOV3. Synergy scores: synergy=15.6. (3) Drug 1: CN(Cc1cnc2nc(N)nc(N)c2n1)c1ccc(C(=O)NC(CCC(=O)O)C(=O)O)cc1. Drug 2: Cn1nnc2c(C(N)=O)ncn2c1=O. Cell line: SKOV3. Synergy scores: synergy=-16.1. (4) Drug 1: O=C(O)C1(Cc2cccc(Nc3nccs3)n2)CCC(Oc2cccc(Cl)c2F)CC1. Drug 2: CCc1c2c(nc3ccc(O)cc13)-c1cc3c(c(=O)n1C2)COC(=O)C3(O)CC. Cell line: UACC62. Synergy scores: synergy=-4.65. (5) Synergy scores: synergy=155. Drug 2: Cn1c(=O)n(-c2ccc(C(C)(C)C#N)cc2)c2c3cc(-c4cnc5ccccc5c4)ccc3ncc21. Cell line: MSTO. Drug 1: COC1CC2CCC(C)C(O)(O2)C(=O)C(=O)N2CCCCC2C(=O)OC(C(C)CC2CCC(OP(C)(C)=O)C(OC)C2)CC(=O)C(C)C=C(C)C(O)C(OC)C(=O)C(C)CC(C)C=CC=CC=C1C. (6) Drug 1: N.N.O=C(O)C1(C(=O)O)CCC1.[Pt]. Drug 2: C=CCn1c(=O)c2cnc(Nc3ccc(N4CCN(C)CC4)cc3)nc2n1-c1cccc(C(C)(C)O)n1. Cell line: NCIH23. Synergy scores: synergy=-8.64. (7) Drug 1: N.N.O=C(O)C1(C(=O)O)CCC1.[Pt]. Drug 2: CC(C)CC(NC(=O)C(Cc1ccccc1)NC(=O)c1cnccn1)B(O)O. Cell line: OCUBM. Synergy scores: synergy=-2.98.